Task: Predict the reaction yield, written as a fraction of the theoretical maximum amount of product (1.0 means a 100% yield; for example, 0.34 means a 34% yield).. Dataset: Reaction yield outcomes from USPTO patents with 853,638 reactions (1) The reactants are [F:1][C:2]([F:25])([C:18]1[CH:23]=[CH:22][C:21]([F:24])=[CH:20][N:19]=1)[C:3]([NH:5][C:6]1[C:14]([C:15](=[O:17])[NH2:16])=[CH:13][CH:12]=[CH:11][C:7]=1[C:8]([OH:10])=[O:9])=O.Cl.[CH3:27]COCC. The catalyst is CO. The product is [F:1][C:2]([F:25])([C:18]1[CH:23]=[CH:22][C:21]([F:24])=[CH:20][N:19]=1)[C:3]1[NH:16][C:15](=[O:17])[C:14]2[C:6](=[C:7]([C:8]([O:10][CH3:27])=[O:9])[CH:11]=[CH:12][CH:13]=2)[N:5]=1. The yield is 0.620. (2) The reactants are [F:1][C:2]([F:11])([F:10])[C:3]1[CH:4]=[CH:5][C:6](=[O:9])[NH:7][CH:8]=1.I[C:13]1[CH:18]=[CH:17][C:16]([O:19][CH3:20])=[CH:15][CH:14]=1.C([O-])([O-])=O.[K+].[K+].CN(C=O)C. The catalyst is N.[Cu]I. The product is [CH3:20][O:19][C:16]1[CH:17]=[CH:18][C:13]([N:7]2[CH:8]=[C:3]([C:2]([F:1])([F:10])[F:11])[CH:4]=[CH:5][C:6]2=[O:9])=[CH:14][CH:15]=1. The yield is 0.392. (3) The reactants are [OH:1][C@@H:2]([CH2:6][C:7]1[CH:12]=[CH:11][C:10]([OH:13])=[CH:9][CH:8]=1)[C:3]([OH:5])=[O:4].[CH2:14](Cl)[C:15]1[CH:20]=[CH:19][CH:18]=[CH:17][CH:16]=1.C(=O)([O-])[O-].[K+].[K+].Cl. The catalyst is C(O)C.C(OCC)(=O)C.O. The product is [CH2:14]([O:13][C:10]1[CH:9]=[CH:8][C:7]([CH2:6][C@H:2]([OH:1])[C:3]([OH:5])=[O:4])=[CH:12][CH:11]=1)[C:15]1[CH:20]=[CH:19][CH:18]=[CH:17][CH:16]=1. The yield is 0.670. (4) The reactants are C([O:3][C:4]([C@@H:6]1[C@@H:8]([C:9](=[O:34])[NH:10][C@@H:11]([CH2:30][CH:31]([CH3:33])[CH3:32])[C:12]([NH:14][CH2:15][CH2:16][CH2:17][CH2:18][NH:19][S:20]([C:23]2[CH:28]=[CH:27][C:26]([F:29])=[CH:25][CH:24]=2)(=[O:22])=[O:21])=[O:13])[O:7]1)=[O:5])C.[Li+].[OH-]. No catalyst specified. The product is [F:29][C:26]1[CH:27]=[CH:28][C:23]([S:20]([NH:19][CH2:18][CH2:17][CH2:16][CH2:15][NH:14][C:12](=[O:13])[C@@H:11]([NH:10][C:9]([C@H:8]2[O:7][C@@H:6]2[C:4]([OH:5])=[O:3])=[O:34])[CH2:30][CH:31]([CH3:32])[CH3:33])(=[O:22])=[O:21])=[CH:24][CH:25]=1. The yield is 0.547. (5) The catalyst is CN(C=O)C. The reactants are [N:1]1[CH:6]=[CH:5][CH:4]=[C:3]([O:7][C:8]2[N:13]=[CH:12][C:11]([NH2:14])=[CH:10][CH:9]=2)[CH:2]=1.[NH:15]1[C:23]2[C:18](=[CH:19][CH:20]=[CH:21][CH:22]=2)[C:17]([C:24](O)=[O:25])=[CH:16]1.C1CCC(N=C=NC2CCCCC2)CC1. The product is [N:1]1[CH:6]=[CH:5][CH:4]=[C:3]([O:7][C:8]2[N:13]=[CH:12][C:11]([NH:14][C:24]([C:17]3[C:18]4[C:23](=[CH:22][CH:21]=[CH:20][CH:19]=4)[NH:15][CH:16]=3)=[O:25])=[CH:10][CH:9]=2)[CH:2]=1. The yield is 0.610. (6) The reactants are [F:1][C:2]1[CH:9]=[C:8]([OH:10])[CH:7]=[CH:6][C:3]=1[C:4]#[N:5].C(=O)([O-])[O-].[K+].[K+].[CH2:17](Br)[C:18]1[CH:23]=[CH:22][CH:21]=[CH:20][CH:19]=1. The catalyst is CC(C)=O. The product is [CH2:17]([O:10][C:8]1[CH:7]=[CH:6][C:3]([C:4]#[N:5])=[C:2]([F:1])[CH:9]=1)[C:18]1[CH:23]=[CH:22][CH:21]=[CH:20][CH:19]=1. The yield is 0.960. (7) The reactants are [Si]([O:8][CH2:9][C@H:10]1[CH2:12][N:11]1[C:13]([O:15][C:16]([CH3:19])([CH3:18])[CH3:17])=[O:14])(C(C)(C)C)(C)C.CCCC[N+](CCCC)(CCCC)CCCC.[F-].C1COCC1.[N+:43]([C:46]1[CH:51]=[CH:50][C:49]([S:52](Cl)(=[O:54])=[O:53])=[CH:48][CH:47]=1)([O-:45])=[O:44]. The catalyst is C1COCC1.CCOCC.CN(C1C=CN=CC=1)C.C(Cl)Cl. The product is [N+:43]([C:46]1[CH:47]=[CH:48][C:49]([S:52]([O:8][CH2:9][C@H:10]2[CH2:12][N:11]2[C:13]([O:15][C:16]([CH3:17])([CH3:18])[CH3:19])=[O:14])(=[O:54])=[O:53])=[CH:50][CH:51]=1)([O-:45])=[O:44]. The yield is 0.570.